The task is: Predict the product of the given reaction.. This data is from Forward reaction prediction with 1.9M reactions from USPTO patents (1976-2016). (1) Given the reactants C([N:8]1[CH2:13][CH2:12][CH:11]([CH2:14][CH2:15][OH:16])[CH2:10][CH2:9]1)(OC(C)(C)C)=O.[H-].[Na+].[CH3:19]I.[ClH:21], predict the reaction product. The product is: [ClH:21].[CH3:19][O:16][CH2:15][CH2:14][CH:11]1[CH2:10][CH2:9][NH:8][CH2:13][CH2:12]1. (2) Given the reactants [Cl:1][C:2]1[CH:7]=[C:6]([Cl:8])[CH:5]=[CH:4][C:3]=1[CH:9]1[CH2:14][CH:13]([C:15]2[O:19][NH:18][C:17](=[O:20])[CH:16]=2)[CH2:12][CH2:11][N:10]1[C:21]([O:23][CH3:24])=[O:22], predict the reaction product. The product is: [Cl:1][C:2]1[CH:7]=[C:6]([Cl:8])[CH:5]=[CH:4][C:3]=1[C@@H:9]1[CH2:14][C@H:13]([C:15]2[O:19][NH:18][C:17](=[O:20])[CH:16]=2)[CH2:12][CH2:11][N:10]1[C:21]([O:23][CH3:24])=[O:22]. (3) Given the reactants [C:1]([O:5][C:6]([NH:8][C@H:9]([C:17]([OH:19])=O)[CH2:10][C:11]1[CH:16]=[CH:15][CH:14]=[CH:13][N:12]=1)=[O:7])([CH3:4])([CH3:3])[CH3:2].Cl.[NH:21]1[CH2:29][CH2:28][CH2:27][C@H:22]1[C:23]([O:25]C)=[O:24].C(N(CC)CC)C.C1C=NC2N(O)N=NC=2C=1.C(Cl)CCl, predict the reaction product. The product is: [C:1]([O:5][C:6]([NH:8][C@H:9]([C:17]([N:21]1[CH2:29][CH2:28][CH2:27][C@H:22]1[C:23]([OH:25])=[O:24])=[O:19])[CH2:10][C:11]1[CH:16]=[CH:15][CH:14]=[CH:13][N:12]=1)=[O:7])([CH3:2])([CH3:3])[CH3:4]. (4) The product is: [F:22][C:23]1[CH:28]=[CH:27][CH:26]=[C:25]([F:29])[C:24]=1[NH:30][C:31]1[N:16]([CH:17]2[CH2:21][CH2:20][CH2:19][CH2:18]2)[C:3]2[C:2]([N:1]=1)=[CH:7][N:6]=[C:5]([NH:8][C@H:9]1[CH2:10][CH2:11][C@H:12]([OH:15])[CH2:13][CH2:14]1)[N:4]=2. Given the reactants [NH2:1][C:2]1[C:3]([NH:16][CH:17]2[CH2:21][CH2:20][CH2:19][CH2:18]2)=[N:4][C:5]([NH:8][C@H:9]2[CH2:14][CH2:13][C@H:12]([OH:15])[CH2:11][CH2:10]2)=[N:6][CH:7]=1.[F:22][C:23]1[CH:28]=[CH:27][CH:26]=[C:25]([F:29])[C:24]=1[N:30]=[C:31]=S.C(O)C.CC(N=C=NC(C)C)C, predict the reaction product.